This data is from Forward reaction prediction with 1.9M reactions from USPTO patents (1976-2016). The task is: Predict the product of the given reaction. Given the reactants C([N:8]1[CH2:13][CH2:12][O:11][C@H:10]([CH3:14])[C@H:9]1[C:15]([O:17]CC1C=CC=CC=1)=[O:16])C1C=CC=CC=1, predict the reaction product. The product is: [CH3:14][C@H:10]1[O:11][CH2:12][CH2:13][NH:8][C@@H:9]1[C:15]([OH:17])=[O:16].